Dataset: TCR-epitope binding with 47,182 pairs between 192 epitopes and 23,139 TCRs. Task: Binary Classification. Given a T-cell receptor sequence (or CDR3 region) and an epitope sequence, predict whether binding occurs between them. (1) The epitope is ALSKGVHFV. The TCR CDR3 sequence is CASSFGFGGIEQYF. Result: 0 (the TCR does not bind to the epitope). (2) The epitope is TPGPGVRYPL. The TCR CDR3 sequence is CASSLAWGGQGLRETQYF. Result: 0 (the TCR does not bind to the epitope).